Dataset: NCI-60 drug combinations with 297,098 pairs across 59 cell lines. Task: Regression. Given two drug SMILES strings and cell line genomic features, predict the synergy score measuring deviation from expected non-interaction effect. (1) Drug 2: C1C(C(OC1N2C=NC(=NC2=O)N)CO)O. Synergy scores: CSS=7.85, Synergy_ZIP=-1.62, Synergy_Bliss=0.483, Synergy_Loewe=-3.26, Synergy_HSA=-1.16. Cell line: NCI-H460. Drug 1: CCCS(=O)(=O)NC1=C(C(=C(C=C1)F)C(=O)C2=CNC3=C2C=C(C=N3)C4=CC=C(C=C4)Cl)F. (2) Drug 1: CC(CN1CC(=O)NC(=O)C1)N2CC(=O)NC(=O)C2. Drug 2: CC1=C(C=C(C=C1)NC(=O)C2=CC=C(C=C2)CN3CCN(CC3)C)NC4=NC=CC(=N4)C5=CN=CC=C5. Cell line: RPMI-8226. Synergy scores: CSS=23.0, Synergy_ZIP=-7.81, Synergy_Bliss=-7.11, Synergy_Loewe=-10.1, Synergy_HSA=-6.43. (3) Drug 1: CC(CN1CC(=O)NC(=O)C1)N2CC(=O)NC(=O)C2. Drug 2: C(CCl)NC(=O)N(CCCl)N=O. Cell line: SR. Synergy scores: CSS=83.8, Synergy_ZIP=-0.349, Synergy_Bliss=-0.0385, Synergy_Loewe=0.805, Synergy_HSA=3.57. (4) Drug 1: CC1=CC=C(C=C1)C2=CC(=NN2C3=CC=C(C=C3)S(=O)(=O)N)C(F)(F)F. Drug 2: C1=CN(C=N1)CC(O)(P(=O)(O)O)P(=O)(O)O. Cell line: PC-3. Synergy scores: CSS=-3.48, Synergy_ZIP=3.42, Synergy_Bliss=1.50, Synergy_Loewe=-1.41, Synergy_HSA=-2.90. (5) Drug 1: CCC(=C(C1=CC=CC=C1)C2=CC=C(C=C2)OCCN(C)C)C3=CC=CC=C3.C(C(=O)O)C(CC(=O)O)(C(=O)O)O. Drug 2: CC1C(C(CC(O1)OC2CC(CC3=C2C(=C4C(=C3O)C(=O)C5=C(C4=O)C(=CC=C5)OC)O)(C(=O)CO)O)N)O.Cl. Cell line: UO-31. Synergy scores: CSS=25.6, Synergy_ZIP=-2.20, Synergy_Bliss=0.566, Synergy_Loewe=1.05, Synergy_HSA=2.37. (6) Drug 1: C1=NC(=NC(=O)N1C2C(C(C(O2)CO)O)O)N. Drug 2: C1CC(=O)NC(=O)C1N2C(=O)C3=CC=CC=C3C2=O. Cell line: OVCAR-5. Synergy scores: CSS=22.7, Synergy_ZIP=-5.86, Synergy_Bliss=1.76, Synergy_Loewe=-14.6, Synergy_HSA=1.63. (7) Drug 1: CC1CCC2CC(C(=CC=CC=CC(CC(C(=O)C(C(C(=CC(C(=O)CC(OC(=O)C3CCCCN3C(=O)C(=O)C1(O2)O)C(C)CC4CCC(C(C4)OC)OCCO)C)C)O)OC)C)C)C)OC. Drug 2: C#CCC(CC1=CN=C2C(=N1)C(=NC(=N2)N)N)C3=CC=C(C=C3)C(=O)NC(CCC(=O)O)C(=O)O. Cell line: MOLT-4. Synergy scores: CSS=69.1, Synergy_ZIP=2.76, Synergy_Bliss=1.42, Synergy_Loewe=-37.1, Synergy_HSA=-3.85. (8) Drug 1: C1CC(=O)NC(=O)C1N2CC3=C(C2=O)C=CC=C3N. Drug 2: COCCOC1=C(C=C2C(=C1)C(=NC=N2)NC3=CC=CC(=C3)C#C)OCCOC.Cl. Cell line: DU-145. Synergy scores: CSS=15.5, Synergy_ZIP=-2.66, Synergy_Bliss=1.28, Synergy_Loewe=-6.93, Synergy_HSA=3.15. (9) Drug 1: CCCS(=O)(=O)NC1=C(C(=C(C=C1)F)C(=O)C2=CNC3=C2C=C(C=N3)C4=CC=C(C=C4)Cl)F. Drug 2: CS(=O)(=O)OCCCCOS(=O)(=O)C. Cell line: ACHN. Synergy scores: CSS=29.9, Synergy_ZIP=-7.88, Synergy_Bliss=-5.91, Synergy_Loewe=-4.35, Synergy_HSA=-4.62. (10) Drug 1: CC1=C(C=C(C=C1)NC(=O)C2=CC=C(C=C2)CN3CCN(CC3)C)NC4=NC=CC(=N4)C5=CN=CC=C5. Drug 2: CC12CCC3C(C1CCC2O)C(CC4=C3C=CC(=C4)O)CCCCCCCCCS(=O)CCCC(C(F)(F)F)(F)F. Cell line: HL-60(TB). Synergy scores: CSS=11.4, Synergy_ZIP=-2.37, Synergy_Bliss=-1.35, Synergy_Loewe=1.43, Synergy_HSA=-5.55.